Dataset: Reaction yield outcomes from USPTO patents with 853,638 reactions. Task: Predict the reaction yield, written as a fraction of the theoretical maximum amount of product (1.0 means a 100% yield; for example, 0.34 means a 34% yield). (1) The reactants are [NH2:1][C:2]1[CH:7]=[CH:6][C:5]([C:8]2[S:12][S:11][C:10](=[S:13])[CH:9]=2)=[CH:4][CH:3]=1.[N:14]([O-])=O.[Na+].[C:18]([OH:27])(=[O:26])[C:19]1[C:20](=[CH:22][CH:23]=[CH:24][CH:25]=1)[OH:21].[OH-].[K+].C(=O)([O-])[O-].[Na+].[Na+]. The catalyst is Cl.O. The product is [OH:21][C:20]1[CH:22]=[CH:23][C:24]([N:14]=[N:1][C:2]2[CH:7]=[CH:6][C:5]([C:8]3[S:12][S:11][C:10](=[S:13])[CH:9]=3)=[CH:4][CH:3]=2)=[CH:25][C:19]=1[C:18]([OH:27])=[O:26]. The yield is 0.850. (2) The reactants are Br[C:2]1[CH:20]=[CH:19][C:5]([O:6][C:7]([CH3:18])([CH3:17])[CH2:8][O:9][Si:10]([C:13]([CH3:16])([CH3:15])[CH3:14])([CH3:12])[CH3:11])=[CH:4][CH:3]=1.[CH3:21][C:22]1([CH3:38])[C:26]([CH3:28])([CH3:27])[O:25][B:24]([B:24]2[O:25][C:26]([CH3:28])([CH3:27])[C:22]([CH3:38])([CH3:21])[O:23]2)[O:23]1.C([O-])(=O)C.[K+]. The catalyst is CN(C)C=O.C(OCC)(=O)C.C1C=CC(P(C2C=CC=CC=2)[C-]2C=CC=C2)=CC=1.C1C=CC(P(C2C=CC=CC=2)[C-]2C=CC=C2)=CC=1.Cl[Pd]Cl.[Fe+2]. The product is [C:13]([Si:10]([CH3:12])([CH3:11])[O:9][CH2:8][C:7]([CH3:18])([O:6][C:5]1[CH:19]=[CH:20][C:2]([B:24]2[O:25][C:26]([CH3:28])([CH3:27])[C:22]([CH3:38])([CH3:21])[O:23]2)=[CH:3][CH:4]=1)[CH3:17])([CH3:16])([CH3:15])[CH3:14]. The yield is 0.710. (3) The reactants are Cl[C:2]1[CH:7]=[CH:6][C:5]([C:8]2[N:13]=[N:12][C:11]([N:14]3[CH2:18][C@@H:17]4[CH2:19][N:20](C(OC(C)(C)C)=O)[CH2:21][C@@H:16]4[CH2:15]3)=[CH:10][CH:9]=2)=[C:4]([OH:29])[CH:3]=1.CC1(C)C(C)(C)OB([C:38]2[CH:39]=[N:40][N:41](C(OC(C)(C)C)=O)[CH:42]=2)O1.C([O-])([O-])=O.[Cs+].[Cs+].O1CCOCC1. The catalyst is CC(C1C=C(C(C)C)C(C2C(OC)=CC(Cl)=C(OC)C=2P(C2CCCCC2)C2CCCCC2)=C(C(C)C)C=1)C.C1C=[C-]C(CCN)=CC=1.[Pd+2].O. The product is [CH2:15]1[C@@H:16]2[CH2:21][NH:20][CH2:19][C@@H:17]2[CH2:18][N:14]1[C:11]1[N:12]=[N:13][C:8]([C:5]2[CH:6]=[CH:7][C:2]([C:38]3[CH:39]=[N:40][NH:41][CH:42]=3)=[CH:3][C:4]=2[OH:29])=[CH:9][CH:10]=1. The yield is 0.512. (4) The reactants are [Cl:1][C:2]1[CH:7]=[CH:6][C:5]([CH2:8][CH2:9][C:10]([N:12]2[C@H:16]([CH3:17])[C@H:15]([C:18]3[CH:23]=[CH:22][CH:21]=[CH:20][CH:19]=3)[O:14][C:13]2=[O:24])=[O:11])=[CH:4][CH:3]=1.C[Si]([N-][Si](C)(C)C)(C)C.[Na+].Br[CH2:36][CH:37]=[C:38]([CH3:40])[CH3:39]. The catalyst is C1COCC1. The product is [Cl:1][C:2]1[CH:3]=[CH:4][C:5]([CH2:8][C@H:9]([CH2:36][CH:37]=[C:38]([CH3:40])[CH3:39])[C:10]([N:12]2[C@H:16]([CH3:17])[C@H:15]([C:18]3[CH:19]=[CH:20][CH:21]=[CH:22][CH:23]=3)[O:14][C:13]2=[O:24])=[O:11])=[CH:6][CH:7]=1. The yield is 0.360. (5) The reactants are [Cl:1][C:2]1[CH:10]=[CH:9][C:8]([Cl:11])=[CH:7][C:3]=1[C:4]([OH:6])=O.[S:12]1[CH:16]=[CH:15][CH:14]=[C:13]1[CH2:17][CH2:18][NH2:19].C(N(CC)CC)C. The catalyst is S(Cl)(Cl)=O.C1COCC1. The product is [Cl:1][C:2]1[CH:10]=[CH:9][C:8]([Cl:11])=[CH:7][C:3]=1[C:4]([NH:19][CH2:18][CH2:17][C:13]1[S:12][CH:16]=[CH:15][CH:14]=1)=[O:6]. The yield is 0.660. (6) The reactants are [C:1]1([N:7]2[C:12](=[O:13])[N:11]([CH2:14][C:15]3[CH:20]=[CH:19][CH:18]=[CH:17][CH:16]=3)[C:10](=[O:21])[C:9]([C:22]([OH:24])=O)=[N:8]2)[CH:6]=[CH:5][CH:4]=[CH:3][CH:2]=1.S(Cl)([Cl:27])=O. No catalyst specified. The product is [C:1]1([N:7]2[C:12](=[O:13])[N:11]([CH2:14][C:15]3[CH:20]=[CH:19][CH:18]=[CH:17][CH:16]=3)[C:10](=[O:21])[C:9]([C:22]([Cl:27])=[O:24])=[N:8]2)[CH:6]=[CH:5][CH:4]=[CH:3][CH:2]=1. The yield is 0.810. (7) The reactants are [CH3:1][O:2]/[N:3]=[C:4](\[C:15]1[CH:20]=[CH:19][CH:18]=[CH:17][CH:16]=1)/[CH2:5][O:6][C:7]1[CH:12]=[CH:11][C:10]([CH2:13][OH:14])=[CH:9][CH:8]=1.[C:21]([CH:23]([C:29]1[CH:34]=[CH:33][C:32](O)=[CH:31][CH:30]=1)[CH2:24][C:25]([O:27]C)=[O:26])#[N:22]. No catalyst specified. The product is [C:21]([CH:23]([C:29]1[CH:34]=[CH:33][C:32]([O:14][CH2:13][C:10]2[CH:11]=[CH:12][C:7]([O:6][CH2:5]/[C:4](=[N:3]/[O:2][CH3:1])/[C:15]3[CH:20]=[CH:19][CH:18]=[CH:17][CH:16]=3)=[CH:8][CH:9]=2)=[CH:31][CH:30]=1)[CH2:24][C:25]([OH:27])=[O:26])#[N:22]. The yield is 0.301. (8) The reactants are N1CCC(=CC2SC3C=CC=CC=3N=2)CC1.[C:17]1([C:23]2[O:27][N:26]=[C:25]([CH:28]=[C:29]3[CH2:34][CH2:33][NH:32][CH2:31][CH2:30]3)[N:24]=2)[CH:22]=[CH:21][CH:20]=[CH:19][CH:18]=1.Cl[C:36]1[C:41]([N+:42]([O-:44])=[O:43])=[CH:40][CH:39]=[CH:38][N:37]=1. No catalyst specified. The product is [N+:42]([C:41]1[C:36]([N:32]2[CH2:33][CH2:34][C:29](=[CH:28][C:25]3[N:24]=[C:23]([C:17]4[CH:18]=[CH:19][CH:20]=[CH:21][CH:22]=4)[O:27][N:26]=3)[CH2:30][CH2:31]2)=[N:37][CH:38]=[CH:39][CH:40]=1)([O-:44])=[O:43]. The yield is 0.670. (9) The reactants are [CH2:1]([O:4][C:5]1[CH:6]=[C:7]([CH2:11]O)[CH:8]=[CH:9][CH:10]=1)[CH:2]=[CH2:3].C(Br)(Br)(Br)[Br:14].C1(P(C2C=CC=CC=2)C2C=CC=CC=2)C=CC=CC=1. The catalyst is C1COCC1. The product is [CH2:1]([O:4][C:5]1[CH:10]=[CH:9][CH:8]=[C:7]([CH2:11][Br:14])[CH:6]=1)[CH:2]=[CH2:3]. The yield is 0.240. (10) The reactants are [CH3:1][O:2][C:3](=[O:14])[C:4]1[C:5](=[CH:7][CH:8]=[C:9]([C:11](=[O:13])[CH3:12])[CH:10]=1)[OH:6].[C:15](=O)([O-])[O-].[Na+].[Na+].CI.Cl. The catalyst is O.CN(C)C=O. The product is [CH3:1][O:2][C:3](=[O:14])[C:4]1[CH:10]=[C:9]([C:11](=[O:13])[CH3:12])[CH:8]=[CH:7][C:5]=1[O:6][CH3:15]. The yield is 0.965.